This data is from Catalyst prediction with 721,799 reactions and 888 catalyst types from USPTO. The task is: Predict which catalyst facilitates the given reaction. (1) Reactant: [C:1]([C:7]1[CH:18]=[CH:17][CH:16]=[CH:15][C:8]=1[C:9](N(C)OC)=[O:10])#[C:2][CH2:3][CH2:4][CH2:5][CH3:6].[F:19][C:20]1[CH:28]=[CH:27][C:23]([CH2:24][Mg]Cl)=[CH:22][CH:21]=1. Product: [F:19][C:20]1[CH:28]=[CH:27][C:23]([CH2:24][C:9]([C:8]2[CH:15]=[CH:16][CH:17]=[CH:18][C:7]=2[C:1]#[C:2][CH2:3][CH2:4][CH2:5][CH3:6])=[O:10])=[CH:22][CH:21]=1. The catalyst class is: 1. (2) Reactant: [ClH:1].[C:2]([C:5]1[CH:31]=[CH:30][C:8]2[NH:9][C:10]([C:12]3[CH:13]=[C:14]([C:27](O)=[O:28])[CH:15]=[C:16]([C:19]4[CH:24]=[C:23]([F:25])[CH:22]=[CH:21][C:20]=4[OH:26])[C:17]=3[OH:18])=[N:11][C:7]=2[CH:6]=1)(=[NH:4])[NH2:3].Cl.CN(C)CCCN=C=NCC.[NH2:44][CH2:45][C:46]1[CH:51]=[CH:50][N:49]=[CH:48][CH:47]=1. Product: [ClH:1].[C:2]([C:5]1[CH:31]=[CH:30][C:8]2[NH:9][C:10]([C:12]3[CH:13]=[C:14]([C:27]([NH:44][CH2:45][C:46]4[CH:51]=[CH:50][N:49]=[CH:48][CH:47]=4)=[O:28])[CH:15]=[C:16]([C:19]4[CH:24]=[C:23]([F:25])[CH:22]=[CH:21][C:20]=4[OH:26])[C:17]=3[OH:18])=[N:11][C:7]=2[CH:6]=1)(=[NH:4])[NH2:3]. The catalyst class is: 9. (3) Reactant: [F:1][C:2]1[CH:23]=[C:22]([F:24])[CH:21]=[CH:20][C:3]=1[CH2:4][N:5]([CH2:17][CH2:18][CH3:19])[C:6](=[O:16])[CH2:7][CH2:8][C:9]1[CH:14]=[CH:13][C:12]([OH:15])=[CH:11][CH:10]=1.[CH3:25][O:26][C:27](=[O:36])[C:28]1[CH:33]=[CH:32][CH:31]=[CH:30][C:29]=1[CH2:34]Br.C([O-])([O-])=O.[K+].[K+]. Product: [F:1][C:2]1[CH:23]=[C:22]([F:24])[CH:21]=[CH:20][C:3]=1[CH2:4][N:5]([CH2:17][CH2:18][CH3:19])[C:6](=[O:16])[CH2:7][CH2:8][C:9]1[CH:14]=[CH:13][C:12]([O:15][CH2:34][C:29]2[CH:30]=[CH:31][CH:32]=[CH:33][C:28]=2[C:27]([O:26][CH3:25])=[O:36])=[CH:11][CH:10]=1. The catalyst class is: 10. (4) Reactant: Cl.[Cl:2][C:3]1[C:4]([CH3:19])=[CH:5][C:6]2[NH:10][C:9](=[O:11])[N:8]([CH:12]3[CH2:17][CH2:16][NH:15][CH2:14][CH2:13]3)[C:7]=2[CH:18]=1.[O:20]1[CH2:25][CH2:24][C:23](=O)[CH2:22][CH2:21]1.[BH3-]C#N.[Na+]. Product: [Cl:2][C:3]1[C:4]([CH3:19])=[CH:5][C:6]2[NH:10][C:9](=[O:11])[N:8]([CH:12]3[CH2:13][CH2:14][N:15]([CH:23]4[CH2:24][CH2:25][O:20][CH2:21][CH2:22]4)[CH2:16][CH2:17]3)[C:7]=2[CH:18]=1. The catalyst class is: 5. (5) Reactant: [CH3:1][O:2][C:3](=[O:14])[C:4]1[C:5](=[CH:7][CH:8]=[C:9]([N+:11]([O-:13])=[O:12])[CH:10]=1)[OH:6].Cl[C:16]([F:21])([F:20])C([O-])=O.[Na+].C(=O)([O-])[O-].[Na+].[Na+]. Product: [CH3:1][O:2][C:3](=[O:14])[C:4]1[CH:10]=[C:9]([N+:11]([O-:13])=[O:12])[CH:8]=[CH:7][C:5]=1[O:6][CH:16]([F:21])[F:20]. The catalyst class is: 3. (6) Reactant: Br[C:2]1[C:3]([NH2:8])=[N:4][CH:5]=[CH:6][CH:7]=1.[F:9][C:10]1[CH:11]=[C:12]([C:19]2[CH:24]=[CH:23][CH:22]=[CH:21][CH:20]=2)[CH:13]=[CH:14][C:15]=1B(O)O.C(=O)([O-])[O-].[Na+].[Na+].O. Product: [F:9][C:10]1[CH:11]=[C:12]([C:19]2[CH:20]=[CH:21][CH:22]=[CH:23][CH:24]=2)[CH:13]=[CH:14][C:15]=1[C:2]1[C:3]([NH2:8])=[N:4][CH:5]=[CH:6][CH:7]=1. The catalyst class is: 104.